This data is from Catalyst prediction with 721,799 reactions and 888 catalyst types from USPTO. The task is: Predict which catalyst facilitates the given reaction. (1) Reactant: [C:1]([C:4]1[CH:9]=[CH:8][N:7]2[C:10]([C:13]([NH:15][C:16]3[CH:24]=[CH:23][CH:22]=[C:21]4[C:17]=3[CH:18]=[N:19][N:20]4[CH2:25][C:26]3[CH:31]=[CH:30][CH:29]=[CH:28][CH:27]=3)=[O:14])=[CH:11][N:12]=[C:6]2[CH:5]=1)(=[O:3])[CH3:2].C1COCC1.CO.[BH4-].[Na+]. Product: [CH2:25]([N:20]1[C:21]2[C:17](=[C:16]([NH:15][C:13]([C:10]3[N:7]4[CH:8]=[CH:9][C:4]([CH:1]([OH:3])[CH3:2])=[CH:5][C:6]4=[N:12][CH:11]=3)=[O:14])[CH:24]=[CH:23][CH:22]=2)[CH:18]=[N:19]1)[C:26]1[CH:31]=[CH:30][CH:29]=[CH:28][CH:27]=1. The catalyst class is: 100. (2) Reactant: [Cl:1][C:2]1[CH:7]=[CH:6][C:5]([C:8]2[N:9]=[C:10]([CH2:26]O)[C:11]([C:21]([O:23][CH2:24][CH3:25])=[O:22])=[N:12][C:13]=2[C:14]2[CH:19]=[CH:18][C:17]([Cl:20])=[CH:16][CH:15]=2)=[CH:4][CH:3]=1.[CH:28]1([C:31]2[N:32]=[N:33][NH:34][N:35]=2)[CH2:30][CH2:29]1.C1(P(C2C=CC=CC=2)C2C=CC=CC=2)C=CC=CC=1.N(C(OCC)=O)=NC(OCC)=O. Product: [Cl:1][C:2]1[CH:7]=[CH:6][C:5]([C:8]2[N:9]=[C:10]([CH2:26][N:33]3[N:34]=[N:35][C:31]([CH:28]4[CH2:30][CH2:29]4)=[N:32]3)[C:11]([C:21]([O:23][CH2:24][CH3:25])=[O:22])=[N:12][C:13]=2[C:14]2[CH:15]=[CH:16][C:17]([Cl:20])=[CH:18][CH:19]=2)=[CH:4][CH:3]=1. The catalyst class is: 7. (3) Reactant: [CH3:1][N:2]1[C:7](=[O:8])[C:6]2=[C:9]([S:23][CH2:24][CH2:25][CH2:26][C:27](O)=[O:28])[N:10]([CH2:12][C:13]3[C:22]4[C:17](=[CH:18][CH:19]=[CH:20][CH:21]=4)[CH:16]=[CH:15][CH:14]=3)[CH:11]=[C:5]2[N:4]([CH2:30][CH:31]([CH3:33])[CH3:32])[C:3]1=[O:34].C([N:37](CC)CC)C.ClC(OCC)=O. Product: [CH3:1][N:2]1[C:7](=[O:8])[C:6]2=[C:9]([S:23][CH2:24][CH2:25][CH2:26][C:27]([NH2:37])=[O:28])[N:10]([CH2:12][C:13]3[C:22]4[C:17](=[CH:18][CH:19]=[CH:20][CH:21]=4)[CH:16]=[CH:15][CH:14]=3)[CH:11]=[C:5]2[N:4]([CH2:30][CH:31]([CH3:32])[CH3:33])[C:3]1=[O:34]. The catalyst class is: 7. (4) Reactant: Br[C:2]1[CH:9]=[N:8][CH:7]=[C:6]([Br:10])[C:3]=1[C:4]#[N:5].[C:11]([O:15][C:16]([N:18]1[CH2:23][CH:22]=[C:21](B2OC(C)(C)C(C)(C)O2)[CH2:20][CH2:19]1)=[O:17])([CH3:14])([CH3:13])[CH3:12].C([O-])([O-])=O.[Na+].[Na+]. Product: [C:11]([O:15][C:16]([N:18]1[CH2:19][CH:20]=[C:21]([C:2]2[CH:9]=[N:8][CH:7]=[C:6]([Br:10])[C:3]=2[C:4]#[N:5])[CH2:22][CH2:23]1)=[O:17])([CH3:14])([CH3:12])[CH3:13]. The catalyst class is: 12. (5) Reactant: Cl[C:2]1[C:3]2[C:10]([CH3:11])=[C:9]([CH2:12][CH3:13])[NH:8][C:4]=2[N:5]=[CH:6][N:7]=1.[NH:14]1[C:18]2=[N:19][CH:20]=[C:21]([NH2:23])[CH:22]=[C:17]2[CH:16]=[N:15]1.Cl.C(O)C. Product: [CH2:12]([C:9]1[NH:8][C:4]2[N:5]=[CH:6][N:7]=[C:2]([NH:23][C:21]3[CH:22]=[C:17]4[CH:16]=[N:15][NH:14][C:18]4=[N:19][CH:20]=3)[C:3]=2[C:10]=1[CH3:11])[CH3:13]. The catalyst class is: 5.